This data is from Forward reaction prediction with 1.9M reactions from USPTO patents (1976-2016). The task is: Predict the product of the given reaction. (1) Given the reactants [N+](CCCC)(CCCC)(CCCC)CCCC.[F-].CC(O)=O.[Si]([O:30][CH2:31][C@H:32]1[O:36][C@@H:35]([N:37]2[C:67]3[N:66]=[CH:65][N:64]=[C:41]([NH:42][C:43]([C:58]4[CH:63]=[CH:62][CH:61]=[CH:60][CH:59]=4)([C:52]4[CH:57]=[CH:56][CH:55]=[CH:54][CH:53]=4)[C:44]4[CH:49]=[CH:48][C:47]([O:50][CH3:51])=[CH:46][CH:45]=4)[C:40]=3[N:39]=[CH:38]2)[C@H:34]([O:68][C:69](=[O:75])[CH2:70][CH2:71][C:72]([CH3:74])=[O:73])[C@@H:33]1[O:76][CH3:77])(C(C)(C)C)(C)C.C([O-])(O)=O.[Na+], predict the reaction product. The product is: [C:69]([O:68][C@@H:34]1[C@H:33]([O:76][CH3:77])[C@@H:32]([CH2:31][OH:30])[O:36][C@H:35]1[N:37]1[C:67]2[N:66]=[CH:65][N:64]=[C:41]([NH:42][C:43]([C:58]3[CH:59]=[CH:60][CH:61]=[CH:62][CH:63]=3)([C:52]3[CH:53]=[CH:54][CH:55]=[CH:56][CH:57]=3)[C:44]3[CH:49]=[CH:48][C:47]([O:50][CH3:51])=[CH:46][CH:45]=3)[C:40]=2[N:39]=[CH:38]1)(=[O:75])[CH2:70][CH2:71][C:72]([CH3:74])=[O:73]. (2) Given the reactants [CH2:1]([C:3]1[CH:4]=[C:5]([CH:24]=[CH:25][C:26]=1[O:27][CH3:28])[O:6][C:7]1[CH:12]=[CH:11][C:10]([C:13](=[O:23])[CH2:14][CH2:15][C:16]([O:18]C(C)(C)C)=[O:17])=[CH:9][CH:8]=1)[CH3:2].C(O)(C(F)(F)F)=O, predict the reaction product. The product is: [CH2:1]([C:3]1[CH:4]=[C:5]([CH:24]=[CH:25][C:26]=1[O:27][CH3:28])[O:6][C:7]1[CH:8]=[CH:9][C:10]([C:13](=[O:23])[CH2:14][CH2:15][C:16]([OH:18])=[O:17])=[CH:11][CH:12]=1)[CH3:2].